This data is from Full USPTO retrosynthesis dataset with 1.9M reactions from patents (1976-2016). The task is: Predict the reactants needed to synthesize the given product. (1) The reactants are: [CH3:1][S:2]([C:5]1[CH:6]=[C:7]([NH:11][C:12]2[N:17]=[C:16]([N:18]3[C:22]([CH3:23])=[CH:21][C:20]([C:24]([F:27])([F:26])[F:25])=[N:19]3)[C:15]([C:28]3[CH:29]=[C:30](/[CH:34]=[CH:35]/[C:36]([O:38]CC)=[O:37])[CH:31]=[CH:32][CH:33]=3)=[CH:14][N:13]=2)[CH:8]=[CH:9][CH:10]=1)(=[O:4])=[O:3].[OH-].[Na+]. Given the product [CH3:1][S:2]([C:5]1[CH:6]=[C:7]([NH:11][C:12]2[N:17]=[C:16]([N:18]3[C:22]([CH3:23])=[CH:21][C:20]([C:24]([F:26])([F:27])[F:25])=[N:19]3)[C:15]([C:28]3[CH:29]=[C:30](/[CH:34]=[CH:35]/[C:36]([OH:38])=[O:37])[CH:31]=[CH:32][CH:33]=3)=[CH:14][N:13]=2)[CH:8]=[CH:9][CH:10]=1)(=[O:3])=[O:4], predict the reactants needed to synthesize it. (2) Given the product [CH3:42][C:43]1[CH:48]=[CH:47][C:46]([S:49]([NH:52][C@H:53]([C:12]([NH:11][CH2:10][CH2:9][CH2:8][CH2:7][C@H:6]([N:5]([S:32]([C:35]2[CH:40]=[CH:39][C:38]([CH3:41])=[CH:37][CH:36]=2)(=[O:34])=[O:33])[CH2:1][CH:2]([CH3:4])[CH3:3])[C:29]([OH:31])=[O:30])=[O:13])[CH2:54][OH:55])(=[O:51])=[O:50])=[CH:45][CH:44]=1, predict the reactants needed to synthesize it. The reactants are: [CH2:1]([N:5]([S:32]([C:35]1[CH:40]=[CH:39][C:38]([CH3:41])=[CH:37][CH:36]=1)(=[O:34])=[O:33])[C@H:6]([C:29]([OH:31])=[O:30])[CH2:7][CH2:8][CH2:9][CH2:10][NH:11][C:12](OCC1C2C=CC=CC=2C2C1=CC=CC=2)=[O:13])[CH:2]([CH3:4])[CH3:3].[CH3:42][C:43]1[CH:48]=[CH:47][C:46]([S:49]([NH:52][C@H:53](C(O)=O)[CH2:54][OH:55])(=[O:51])=[O:50])=[CH:45][CH:44]=1. (3) Given the product [Cl:19][C:20]1[CH:29]=[CH:28][C:27]([C:6]2[S:10][CH:9]=[N:8][CH:7]=2)=[CH:26][C:21]=1[C:22]([O:24][CH3:25])=[O:23], predict the reactants needed to synthesize it. The reactants are: C([Sn](CCCC)(CCCC)[C:6]1[S:10][CH:9]=[N:8][CH:7]=1)CCC.[Cl:19][C:20]1[CH:29]=[CH:28][C:27](I)=[CH:26][C:21]=1[C:22]([O:24][CH3:25])=[O:23]. (4) Given the product [Cl:1][C:2]1[CH:3]=[CH:4][C:5]([C:8]2[CH:13]=[CH:12][CH:11]=[CH:10][C:9]=2[CH2:14][N:15]2[CH2:16][CH2:17][N:18]([C:21]3[CH:49]=[CH:48][C:24]([C:25]([NH:27][S:28]([C:31]4[CH:36]=[CH:35][C:34]([NH:37][CH2:38][CH:39]5[CH2:44][CH2:43][O:42][CH2:41][CH2:40]5)=[C:33]([N+:45]([O-:47])=[O:46])[CH:32]=4)(=[O:30])=[O:29])=[O:26])=[C:23]([O:50][C:51]4[CH:52]=[C:53]5[C:57](=[CH:58][CH:59]=4)[NH:56][CH2:55][CH2:54]5)[CH:22]=3)[CH2:19][CH2:20]2)=[CH:6][CH:7]=1, predict the reactants needed to synthesize it. The reactants are: [Cl:1][C:2]1[CH:7]=[CH:6][C:5]([C:8]2[CH:13]=[CH:12][CH:11]=[CH:10][C:9]=2[CH2:14][N:15]2[CH2:20][CH2:19][N:18]([C:21]3[CH:49]=[CH:48][C:24]([C:25]([NH:27][S:28]([C:31]4[CH:36]=[CH:35][C:34]([NH:37][CH2:38][CH:39]5[CH2:44][CH2:43][O:42][CH2:41][CH2:40]5)=[C:33]([N+:45]([O-:47])=[O:46])[CH:32]=4)(=[O:30])=[O:29])=[O:26])=[C:23]([O:50][C:51]4[CH:52]=[C:53]5[C:57](=[CH:58][CH:59]=4)[NH:56][CH:55]=[CH:54]5)[CH:22]=3)[CH2:17][CH2:16]2)=[CH:4][CH:3]=1.C([BH3-])#N.[Na+]. (5) The reactants are: [Cl:1][C:2]1[CH:10]=[C:9]2[C:5]([CH:6]=[CH:7][NH:8]2)=[CH:4][C:3]=1B1OCC(C)(C)CO1.[C:19](=O)([O-])[O-:20].[K+].[K+].Br[C:26]1[CH:37]=[CH:36][C:29]([O:30][CH2:31][CH:32]2[CH2:35][O:34][CH2:33]2)=[CH:28][CH:27]=1. Given the product [Cl:1][C:2]1[CH:10]=[C:9]2[C:5]([C:6]([CH:19]=[O:20])=[CH:7][NH:8]2)=[CH:4][C:3]=1[C:26]1[CH:37]=[CH:36][C:29]([O:30][CH2:31][CH:32]2[CH2:35][O:34][CH2:33]2)=[CH:28][CH:27]=1, predict the reactants needed to synthesize it. (6) Given the product [CH2:1]([C:5]1[N:10]=[N:9][C:8]([O:11][CH2:12][C@H:13]2[C@H:18]([OH:19])[CH2:17][CH2:16][N:15]([CH3:35])[CH2:14]2)=[CH:7][C:6]=1[C:20]1[CH:25]=[CH:24][C:23]([O:26][CH:27]2[CH2:32][CH2:31][CH2:30][CH2:29][CH2:28]2)=[CH:22][CH:21]=1)[CH2:2][CH2:3][CH3:4], predict the reactants needed to synthesize it. The reactants are: [CH2:1]([C:5]1[N:10]=[N:9][C:8]([O:11][CH2:12][C@H:13]2[C@H:18]([OH:19])[CH2:17][CH2:16][NH:15][CH2:14]2)=[CH:7][C:6]=1[C:20]1[CH:25]=[CH:24][C:23]([O:26][CH:27]2[CH2:32][CH2:31][CH2:30][CH2:29][CH2:28]2)=[CH:22][CH:21]=1)[CH2:2][CH2:3][CH3:4].C=O.[C:35](O[BH-](OC(=O)C)OC(=O)C)(=O)C.[Na+]. (7) Given the product [F:9][C:10]1[CH:15]=[C:14]([C:5](=[O:7])[CH3:6])[CH:13]=[CH:12][C:11]=1[O:16][CH3:17], predict the reactants needed to synthesize it. The reactants are: [Cl-].[Al+3].[Cl-].[Cl-].[C:5](Cl)(=[O:7])[CH3:6].[F:9][C:10]1[CH:15]=[CH:14][CH:13]=[CH:12][C:11]=1[O:16][CH3:17]. (8) The reactants are: [Br:1][C:2]1[CH:7]=[CH:6][C:5]([S:8]([CH3:11])(=[O:10])=[O:9])=[C:4]([N+:12]([O-])=O)[CH:3]=1.[Cl-].[NH4+].O. Given the product [Br:1][C:2]1[CH:7]=[CH:6][C:5]([S:8]([CH3:11])(=[O:10])=[O:9])=[C:4]([NH2:12])[CH:3]=1, predict the reactants needed to synthesize it.